Predict which catalyst facilitates the given reaction. From a dataset of Catalyst prediction with 721,799 reactions and 888 catalyst types from USPTO. Reactant: C(OC([N:8]([C:26]1[CH:30]=[C:29]([CH3:31])[N:28](C(OC(C)(C)C)=O)[N:27]=1)[C:9]1[C:18]2[C:13](=[CH:14][C:15](C(O)=O)=[CH:16][CH:17]=2)[C:12](=[O:22])[N:11]([CH:23]([CH3:25])[CH3:24])[N:10]=1)=O)(C)(C)C.[C:39]([O-:42])([O-])=[O:40].[K+].[K+].[CH3:45]I. Product: [CH3:45][O:42][C:39]([C:15]1[CH:14]=[C:13]2[C:18](=[CH:17][CH:16]=1)[C:9]([NH:8][C:26]1[CH:30]=[C:29]([CH3:31])[NH:28][N:27]=1)=[N:10][N:11]([CH:23]([CH3:25])[CH3:24])[C:12]2=[O:22])=[O:40]. The catalyst class is: 4.